This data is from Full USPTO retrosynthesis dataset with 1.9M reactions from patents (1976-2016). The task is: Predict the reactants needed to synthesize the given product. (1) Given the product [F:1][C:2]1[CH:3]=[CH:4][C:5]([O:20][CH3:21])=[C:6]([C:8]([CH3:18])([CH3:19])[CH2:9][C:10]([C:13]([F:15])([F:16])[F:14])([OH:17])[CH2:11][NH:22][C:23]2[CH:32]=[CH:31][CH:30]=[C:29]3[C:24]=2[CH:25]=[CH:26][C:27]([O:33][CH3:34])=[N:28]3)[CH:7]=1, predict the reactants needed to synthesize it. The reactants are: [F:1][C:2]1[CH:3]=[CH:4][C:5]([O:20][CH3:21])=[C:6]([C:8]([CH3:19])([CH3:18])[CH2:9][C:10]([OH:17])([C:13]([F:16])([F:15])[F:14])[CH:11]=O)[CH:7]=1.[NH2:22][C:23]1[CH:32]=[CH:31][CH:30]=[C:29]2[C:24]=1[CH:25]=[CH:26][C:27]([O:33][CH3:34])=[N:28]2.C(O[BH-](OC(=O)C)OC(=O)C)(=O)C.[Na+].C1(C)C=CC=CC=1. (2) Given the product [CH2:29]([N:14]([CH2:12][CH3:13])[CH2:15][CH2:16][NH:17][C:18]([C:20]1[C:24]([CH3:25])=[C:23]([CH:26]=[C:5]2[C:4]3[C:8](=[CH:9][CH:10]=[C:2]([Br:1])[CH:3]=3)[NH:7][C:6]2=[O:11])[NH:22][C:21]=1[CH3:28])=[O:19])[CH3:30], predict the reactants needed to synthesize it. The reactants are: [Br:1][C:2]1[CH:3]=[C:4]2[C:8](=[CH:9][CH:10]=1)[NH:7][C:6](=[O:11])[CH2:5]2.[CH2:12]([N:14]([CH2:29][CH3:30])[CH2:15][CH2:16][NH:17][C:18]([C:20]1[C:24]([CH3:25])=[C:23]([CH:26]=O)[NH:22][C:21]=1[CH3:28])=[O:19])[CH3:13].